Predict the product of the given reaction. From a dataset of Forward reaction prediction with 1.9M reactions from USPTO patents (1976-2016). (1) The product is: [F:21][C:18]1[CH:19]=[CH:20][C:15]([PH:14][C:11]2[CH:12]=[CH:13][C:8]([F:7])=[CH:9][CH:10]=2)=[CH:16][CH:17]=1.[BH3:5]. Given the reactants [Cl-].[Ce+3].[Cl-].[Cl-].[BH4-:5].[Na+].[F:7][C:8]1[CH:13]=[CH:12][C:11]([PH:14](=O)[C:15]2[CH:20]=[CH:19][C:18]([F:21])=[CH:17][CH:16]=2)=[CH:10][CH:9]=1.[H-].[Al+3].[Li+].[H-].[H-].[H-].Cl, predict the reaction product. (2) Given the reactants [OH:1][CH2:2][C:3]1[CH:12]=[C:11]2[C:6]([CH:7]=[C:8]([NH:13]C(=O)OCC3C=CC=CC=3)[CH:9]=[N:10]2)=[N:5][CH:4]=1, predict the reaction product. The product is: [NH2:13][C:8]1[CH:7]=[C:6]2[C:11]([CH:12]=[C:3]([CH2:2][OH:1])[CH:4]=[N:5]2)=[N:10][CH:9]=1. (3) Given the reactants Cl.[NH2:2][C@@H:3]1[CH2:8][CH2:7][CH2:6][CH2:5][C@H:4]1[O:9][CH2:10][CH2:11][C:12]1[CH:17]=[CH:16][C:15]([O:18][CH3:19])=[C:14]([O:20][CH3:21])[CH:13]=1.[OH-].[Na+], predict the reaction product. The product is: [NH2:2][C@@H:3]1[CH2:8][CH2:7][CH2:6][CH2:5][C@H:4]1[O:9][CH2:10][CH2:11][C:12]1[CH:17]=[CH:16][C:15]([O:18][CH3:19])=[C:14]([O:20][CH3:21])[CH:13]=1.